From a dataset of Reaction yield outcomes from USPTO patents with 853,638 reactions. Predict the reaction yield, written as a fraction of the theoretical maximum amount of product (1.0 means a 100% yield; for example, 0.34 means a 34% yield). (1) The reactants are I[C:2]12[CH2:6][C:4]([CH3:7])([CH2:5]1)[CH2:3]2.C([Li])(C)(C)C.[C:13](=[O:15])=[O:14]. The catalyst is C(OCC)C. The product is [CH3:7][C:4]12[CH2:6][C:2]([C:13]([OH:15])=[O:14])([CH2:5]1)[CH2:3]2. The yield is 0.509. (2) The reactants are [CH3:1][C:2]1[O:6][N:5]=[C:4]([C:7]2[CH:12]=[CH:11][CH:10]=[CH:9][CH:8]=2)[C:3]=1[CH2:13][O:14][C:15]1[CH:23]=[CH:22][C:18]([C:19]([OH:21])=O)=[CH:17][N:16]=1.[NH2:24][C:25]1([C:28]#[N:29])[CH2:27][CH2:26]1. No catalyst specified. The product is [C:28]([C:25]1([NH:24][C:19](=[O:21])[C:18]2[CH:22]=[CH:23][C:15]([O:14][CH2:13][C:3]3[C:4]([C:7]4[CH:8]=[CH:9][CH:10]=[CH:11][CH:12]=4)=[N:5][O:6][C:2]=3[CH3:1])=[N:16][CH:17]=2)[CH2:27][CH2:26]1)#[N:29]. The yield is 0.510.